This data is from Reaction yield outcomes from USPTO patents with 853,638 reactions. The task is: Predict the reaction yield, written as a fraction of the theoretical maximum amount of product (1.0 means a 100% yield; for example, 0.34 means a 34% yield). (1) The reactants are CC1C=CC(S(O[CH2:12][C:13]([F:16])([F:15])[F:14])(=O)=O)=CC=1.[Br:17][C:18]1[CH:19]=[C:20]([OH:24])[CH:21]=[CH:22][CH:23]=1.[OH-].[Na+]. The catalyst is CN(C)C=O. The product is [Br:17][C:18]1[CH:23]=[CH:22][CH:21]=[C:20]([O:24][CH2:12][C:13]([F:16])([F:15])[F:14])[CH:19]=1. The yield is 0.310. (2) The reactants are [O:1]=[C:2]1[CH:7]=[CH:6][N:5]([C:8]2[CH:13]=[CH:12][CH:11]=[C:10]([C:14]([F:17])([F:16])[F:15])[CH:9]=2)[N:4]=[C:3]1[CH:18]=O.[CH3:20][NH2:21].[CH2:22]=[N:23][CH:24](S(C1C=CC(C)=CC=1)(=O)=O)[C:25]1[CH:30]=[CH:29][CH:28]=[CH:27][CH:26]=1.C([O-])([O-])=O.[K+].[K+]. The catalyst is CN(C=O)C.O. The product is [CH3:20][N:21]1[C:18]([C:3]2[C:2](=[O:1])[CH:7]=[CH:6][N:5]([C:8]3[CH:13]=[CH:12][CH:11]=[C:10]([C:14]([F:17])([F:16])[F:15])[CH:9]=3)[N:4]=2)=[C:24]([C:25]2[CH:30]=[CH:29][CH:28]=[CH:27][CH:26]=2)[N:23]=[CH:22]1. The yield is 0.760.